Dataset: Catalyst prediction with 721,799 reactions and 888 catalyst types from USPTO. Task: Predict which catalyst facilitates the given reaction. (1) Reactant: [C:1]([O:5][C:6](=[O:22])[NH:7][C@@H:8]([CH2:15][C:16]1[CH:21]=[CH:20][CH:19]=[CH:18][CH:17]=1)[C@H:9]([OH:14])[CH2:10][N:11]=[N+]=[N-])([CH3:4])([CH3:3])[CH3:2]. Product: [C:1]([O:5][C:6](=[O:22])[NH:7][C@@H:8]([CH2:15][C:16]1[CH:17]=[CH:18][CH:19]=[CH:20][CH:21]=1)[C@H:9]([OH:14])[CH2:10][NH2:11])([CH3:4])([CH3:2])[CH3:3]. The catalyst class is: 19. (2) Reactant: CCN(S(F)(F)[F:7])CC.[CH3:10][C:11]1[N:15]([CH2:16]O)[C:14]2[CH:18]=[CH:19][CH:20]=[CH:21][C:13]=2[N:12]=1.[OH-].[Na+]. Product: [F:7][CH2:16][N:15]1[C:14]2[CH:18]=[CH:19][CH:20]=[CH:21][C:13]=2[N:12]=[C:11]1[CH3:10]. The catalyst class is: 2. (3) Reactant: [C:1]([O:4][CH2:5][C:6](=[O:29])[C:7]1[C@:24]2([CH3:25])[C@H:10]([C@H:11]3[C@:21]([F:27])([C@@H:22]([OH:26])[CH2:23]2)[C@:19]2([CH3:20])[C:14](=[CH:15][C:16](=[O:28])[CH:17]=[CH:18]2)[CH2:13][CH2:12]3)[CH2:9][CH:8]=1)(=[O:3])[CH3:2].[C:30]([O:39][CH2:40][CH:41]=[CH2:42])(=[O:38])[CH2:31][C:32]([O:34][CH2:35][CH:36]=[CH2:37])=[O:33].C1CCN2C(=NCCC2)CC1. Product: [CH2:35]([O:34][C:32](=[O:33])[CH:31]([C@@H:8]1[CH2:9][C@@H:10]2[C@:24]([CH3:25])([CH2:23][C@H:22]([OH:26])[C@@:21]3([F:27])[C@H:11]2[CH2:12][CH2:13][C:14]2[C@:19]3([CH3:20])[CH:18]=[CH:17][C:16](=[O:28])[CH:15]=2)[C@H:7]1[C:6](=[O:29])[CH2:5][O:4][C:1](=[O:3])[CH3:2])[C:30]([O:39][CH2:40][CH:41]=[CH2:42])=[O:38])[CH:36]=[CH2:37]. The catalyst class is: 3.